Regression. Given a peptide amino acid sequence and an MHC pseudo amino acid sequence, predict their binding affinity value. This is MHC class II binding data. From a dataset of Peptide-MHC class II binding affinity with 134,281 pairs from IEDB. (1) The peptide sequence is LAAAAAWDALAAELY. The MHC is DRB4_0101 with pseudo-sequence DRB4_0103. The binding affinity (normalized) is 0.257. (2) The peptide sequence is EKKYFTATQFEPLAA. The MHC is HLA-DPA10103-DPB10401 with pseudo-sequence HLA-DPA10103-DPB10401. The binding affinity (normalized) is 1.00. (3) The peptide sequence is MANWVQANMAPENVA. The MHC is DRB1_0101 with pseudo-sequence DRB1_0101. The binding affinity (normalized) is 0. (4) The peptide sequence is FNGGESKLKAEATTD. The MHC is DRB1_0101 with pseudo-sequence DRB1_0101. The binding affinity (normalized) is 0.391. (5) The peptide sequence is ANAIFKLTYQNKVVKVQ. The MHC is DRB1_0301 with pseudo-sequence DRB1_0301. The binding affinity (normalized) is 0.501. (6) The peptide sequence is IKSDKPLKGPFNFRF. The MHC is DRB3_0101 with pseudo-sequence DRB3_0101. The binding affinity (normalized) is 0.326.